Task: Predict the product of the given reaction.. Dataset: Forward reaction prediction with 1.9M reactions from USPTO patents (1976-2016) (1) Given the reactants Br[C:2]1[S:3][CH:4]=[C:5]([Br:7])[N:6]=1.Cl.[NH:9]1[CH2:12][CH:11]([OH:13])[CH2:10]1.C(=O)([O-])[O-].[Cs+].[Cs+], predict the reaction product. The product is: [Br:7][C:5]1[N:6]=[C:2]([N:9]2[CH2:12][CH:11]([OH:13])[CH2:10]2)[S:3][CH:4]=1. (2) Given the reactants [Br:1][C:2]1[N:6]2[N:7]=[C:8]([Cl:11])[CH:9]=[CH:10][C:5]2=[N:4][CH:3]=1.[F:12][C:13]([F:25])([F:24])[O:14][C:15]1[CH:16]=[C:17](B(O)O)[CH:18]=[CH:19][CH:20]=1.C([O-])([O-])=O.[K+].[K+], predict the reaction product. The product is: [Br:1][C:2]1[N:6]2[N:7]=[C:8]([Cl:11])[CH:9]=[CH:10][C:5]2=[N:4][CH:3]=1.[Cl:11][C:8]1[CH:9]=[CH:10][C:5]2[N:6]([C:2]([C:17]3[CH:18]=[CH:19][CH:20]=[C:15]([O:14][C:13]([F:12])([F:24])[F:25])[CH:16]=3)=[CH:3][N:4]=2)[N:7]=1. (3) Given the reactants Br[C:2]1[CH:3]=[N:4][CH:5]=[C:6]([CH:12]=1)[C:7]([O:9][CH2:10][CH3:11])=[O:8].[CH3:13][O:14][C:15]1[CH:20]=[CH:19][C:18](B(O)O)=[CH:17][CH:16]=1.C(=O)([O-])[O-].[Na+].[Na+], predict the reaction product. The product is: [CH3:13][O:14][C:15]1[CH:20]=[CH:19][C:18]([C:2]2[CH:12]=[C:6]([C:7]([O:9][CH2:10][CH3:11])=[O:8])[CH:5]=[N:4][CH:3]=2)=[CH:17][CH:16]=1. (4) Given the reactants [NH2:1][CH2:2][C:3]([CH3:7])([CH3:6])[CH2:4][OH:5].[C:8](O[C:8]([O:10][C:11]([CH3:14])([CH3:13])[CH3:12])=[O:9])([O:10][C:11]([CH3:14])([CH3:13])[CH3:12])=[O:9], predict the reaction product. The product is: [C:11]([O:10][C:8]([NH:1][CH2:2][C:3]([CH3:7])([CH3:6])[CH2:4][OH:5])=[O:9])([CH3:14])([CH3:13])[CH3:12].